Dataset: Catalyst prediction with 721,799 reactions and 888 catalyst types from USPTO. Task: Predict which catalyst facilitates the given reaction. (1) Reactant: [Mg].II.Br[CH2:5][C:6]1[CH:11]=[C:10]([F:12])[CH:9]=[CH:8][C:7]=1[F:13].[CH2:14]([N:21]1[CH2:26][CH2:25][C:24](=[O:27])[CH2:23][CH2:22]1)[C:15]1[CH:20]=[CH:19][CH:18]=[CH:17][CH:16]=1.[Cl-].[NH4+]. Product: [CH2:14]([N:21]1[CH2:26][CH2:25][C:24]([CH2:5][C:6]2[CH:11]=[C:10]([F:12])[CH:9]=[CH:8][C:7]=2[F:13])([OH:27])[CH2:23][CH2:22]1)[C:15]1[CH:16]=[CH:17][CH:18]=[CH:19][CH:20]=1. The catalyst class is: 27. (2) Reactant: [F:1][C:2]1[CH:3]=[C:4]([C:9](=[C:14]2[CH2:17][N:16](C(OC(C)(C)C)=O)[CH2:15]2)[C:10]([CH3:13])([CH3:12])[CH3:11])[CH:5]=[C:6]([F:8])[CH:7]=1.C(O)(C(F)(F)F)=O. Product: [F:1][C:2]1[CH:3]=[C:4]([C:9](=[C:14]2[CH2:15][NH:16][CH2:17]2)[C:10]([CH3:13])([CH3:12])[CH3:11])[CH:5]=[C:6]([F:8])[CH:7]=1. The catalyst class is: 2. (3) Product: [O:23]=[C:19]1[CH2:20][CH2:21][CH2:22][N:18]1[C:14]1[CH:13]=[C:12]([CH2:11][NH:10][C:5]2[CH:6]=[CH:7][CH:8]=[CH:9][C:4]=2[C:3]([OH:24])=[O:2])[CH:17]=[CH:16][N:15]=1. Reactant: C[O:2][C:3](=[O:24])[C:4]1[CH:9]=[CH:8][CH:7]=[CH:6][C:5]=1[NH:10][CH2:11][C:12]1[CH:17]=[CH:16][N:15]=[C:14]([N:18]2[CH2:22][CH2:21][CH2:20][C:19]2=[O:23])[CH:13]=1.[OH-].[Na+].C(O)(=O)CC(CC(O)=O)(C(O)=O)O. The catalyst class is: 5. (4) Reactant: Br[C:2]1[CH:3]=[C:4]([C:10]([O:12][CH3:13])=[O:11])[C:5]([O:8][CH3:9])=[N:6][CH:7]=1.[CH3:14]OB(O)O.C(=O)([O-])[O-].[Cs+].[Cs+]. Product: [CH3:14][C:2]1[CH:3]=[C:4]([C:10]([O:12][CH3:13])=[O:11])[C:5]([O:8][CH3:9])=[N:6][CH:7]=1. The catalyst class is: 427. (5) Reactant: [NH2:1][C:2]1[C:7]([C:8]#[N:9])=[C:6]([C:10]2[CH:15]=[CH:14][C:13]([NH:16][C:17](=[O:19])[CH3:18])=[CH:12][CH:11]=2)[C:5]([C:20]#[N:21])=[C:4]([S:22]C2C=CC=CC=2)[N:3]=1.[S-2].[Na+].[Na+].Cl. Product: [NH2:1][C:2]1[C:7]([C:8]#[N:9])=[C:6]([C:10]2[CH:11]=[CH:12][C:13]([NH:16][C:17](=[O:19])[CH3:18])=[CH:14][CH:15]=2)[C:5]([C:20]#[N:21])=[C:4]([SH:22])[N:3]=1. The catalyst class is: 18. (6) Reactant: [CH2:1]([O:3][C:4]([NH:6][C:7]1[CH:12]=[CH:11][C:10]([N:13]2[CH2:18][CH2:17][O:16][CH2:15][CH2:14]2)=[C:9]([F:19])[CH:8]=1)=[O:5])[CH3:2].C([C:24]1[CH:34]=[CH:33][CH:32]=[C:26]2[C:27]([NH:29][C:30](=[O:31])[C:25]=12)=[O:28])[C@@H]1OC1.[CH2:35](N(CC)CC)C. Product: [F:19][C:9]1[CH:8]=[C:7]([N:6]2[CH2:2][C@H:1]([CH2:35][N:29]3[C:30](=[O:31])[C:25]4=[CH:24][CH:34]=[CH:33][CH:32]=[C:26]4[C:27]3=[O:28])[O:3][C:4]2=[O:5])[CH:12]=[CH:11][C:10]=1[N:13]1[CH2:18][CH2:17][O:16][CH2:15][CH2:14]1. The catalyst class is: 21. (7) Reactant: Cl[C:2]1[N:11]=[CH:10][C:9]2[N:8]([CH3:12])[C:7](=[O:13])[C@@H:6]([CH2:14][CH3:15])[N:5]([CH:16]3[CH2:20][CH2:19][CH2:18][CH2:17]3)[C:4]=2[N:3]=1.[NH2:21][NH2:22]. Product: [CH:16]1([N:5]2[C:4]3[N:3]=[C:2]([NH:21][NH2:22])[N:11]=[CH:10][C:9]=3[N:8]([CH3:12])[C:7](=[O:13])[C@H:6]2[CH2:14][CH3:15])[CH2:20][CH2:19][CH2:18][CH2:17]1. The catalyst class is: 8. (8) Reactant: [C:1]([O:4][CH:5]([C:9]1[CH:14]=[C:13]([O:15][CH3:16])[C:12]([O:17][CH3:18])=[C:11]([O:19][CH3:20])[CH:10]=1)[C:6]([OH:8])=O)(=[O:3])[CH3:2].C(N1C=CN=C1)(N1C=CN=C1)=O.[CH:33]([O:36][C:37]1[C:45]([O:46][CH3:47])=[CH:44][CH:43]=[CH:42][C:38]=1[CH2:39][NH:40][CH3:41])([CH3:35])[CH3:34]. Product: [CH3:20][O:19][C:11]1[CH:10]=[C:9]([CH:5]([O:4][C:1](=[O:3])[CH3:2])[C:6]([N:40]([CH3:41])[CH2:39][C:38]2[CH:42]=[CH:43][CH:44]=[C:45]([O:46][CH3:47])[C:37]=2[O:36][CH:33]([CH3:34])[CH3:35])=[O:8])[CH:14]=[C:13]([O:15][CH3:16])[C:12]=1[O:17][CH3:18]. The catalyst class is: 4. (9) The catalyst class is: 1. Reactant: C1(P(C2C=CC=CC=2)C2C=CC=CC=2)C=CC=CC=1.[Cl:20][C:21]1[CH:46]=[CH:45][CH:44]=[C:43]([Cl:47])[C:22]=1[C:23]([NH:25][C@H:26]([C:39]([O:41][CH3:42])=[O:40])[CH2:27][C:28]1[CH:33]=[CH:32][C:31]([C:34]#[C:35][CH2:36][CH2:37]O)=[CH:30][CH:29]=1)=[O:24].[N:48]1[CH:53]=[CH:52][CH:51]=[CH:50][C:49]=1[NH:54][C:55](=[O:62])[O:56][CH2:57][C:58]([Cl:61])([Cl:60])[Cl:59]. Product: [Cl:20][C:21]1[CH:46]=[CH:45][CH:44]=[C:43]([Cl:47])[C:22]=1[C:23]([NH:25][C@H:26]([C:39]([O:41][CH3:42])=[O:40])[CH2:27][C:28]1[CH:29]=[CH:30][C:31]([C:34]#[C:35][CH2:36][CH2:37][N:54]([C:49]2[CH:50]=[CH:51][CH:52]=[CH:53][N:48]=2)[C:55]([O:56][CH2:57][C:58]([Cl:60])([Cl:61])[Cl:59])=[O:62])=[CH:32][CH:33]=1)=[O:24].